Dataset: Forward reaction prediction with 1.9M reactions from USPTO patents (1976-2016). Task: Predict the product of the given reaction. (1) Given the reactants [F:1][C:2]1[CH:3]=[C:4]([CH:6]=[CH:7][C:8]=1[F:9])[NH2:5].[C:10]([O:15][CH2:16][CH3:17])(=[O:14])[C:11]([CH3:13])=O, predict the reaction product. The product is: [CH2:16]([O:15][C:10](=[O:14])[C@H:11]([CH3:13])[NH:5][C:4]1[CH:6]=[CH:7][C:8]([F:9])=[C:2]([F:1])[CH:3]=1)[CH3:17]. (2) Given the reactants [F:1][C:2]([F:35])([F:34])[C:3]1[CH:29]=[C:28]([C:30]([F:33])([F:32])[F:31])[CH:27]=[CH:26][C:4]=1[CH2:5][N:6]1[CH2:11][CH2:10][CH:9](/[CH:12]=[C:13]2/[C:14]([NH:19][CH2:20][C:21]([CH3:25])([CH3:24])[CH2:22][OH:23])=[N:15][C:16](=[O:18])[S:17]/2)[CH2:8][CH2:7]1.[C:36]([OH:43])(=[O:42])/[CH:37]=[CH:38]/[C:39]([OH:41])=[O:40], predict the reaction product. The product is: [C:36]([OH:43])(=[O:42])/[CH:37]=[CH:38]/[C:39]([OH:41])=[O:40].[F:35][C:2]([F:1])([F:34])[C:3]1[CH:29]=[C:28]([C:30]([F:32])([F:33])[F:31])[CH:27]=[CH:26][C:4]=1[CH2:5][N:6]1[CH2:7][CH2:8][CH:9](/[CH:12]=[C:13]2/[C:14]([NH:19][CH2:20][C:21]([CH3:24])([CH3:25])[CH2:22][OH:23])=[N:15][C:16](=[O:18])[S:17]/2)[CH2:10][CH2:11]1. (3) Given the reactants C([O:3][C:4](=[O:25])[C:5]1[CH:10]=[CH:9][C:8]([NH:11][C:12]([NH:14][C:15]2[N:16]([CH3:24])[N:17]=[C:18]([C:20]([CH3:23])([CH3:22])[CH3:21])[CH:19]=2)=[O:13])=[CH:7][CH:6]=1)C.[OH-].[Na+].Cl, predict the reaction product. The product is: [C:20]([C:18]1[CH:19]=[C:15]([NH:14][C:12](=[O:13])[NH:11][C:8]2[CH:7]=[CH:6][C:5]([C:4]([OH:25])=[O:3])=[CH:10][CH:9]=2)[N:16]([CH3:24])[N:17]=1)([CH3:23])([CH3:21])[CH3:22]. (4) Given the reactants Br[C:2]1[CH:7]=[CH:6][CH:5]=[CH:4][C:3]=1[N+:8]([O-])=O.[CH:11]1[CH:16]=[CH:15][C:14]([O:17][C:18]2[CH:23]=[CH:22][C:21](Br)=[CH:20][CH:19]=2)=[CH:13][CH:12]=1.C(P(C(C)(C)C)C1C=[CH:34][CH:33]=[CH:32][C:31]=1[C:36]1[CH:41]=[CH:40][CH:39]=[CH:38][CH:37]=1)(C)(C)C.P([O-])([O-])([O-])=[O:47].[K+].[K+].[K+].[C:54]([O:57][CH2:58][CH2:59][CH2:60]C)(=O)[CH3:55], predict the reaction product. The product is: [O:17]([C:18]1[CH:23]=[CH:22][C:21]([N:8]2[C:3]3[C:2](=[CH:7][C:6]([CH2:60][CH2:59][C:58]([O:57][CH2:54][CH3:55])=[O:47])=[CH:5][CH:4]=3)[C:33]([CH2:32][CH2:31][C:36]3[CH:37]=[CH:38][CH:39]=[CH:40][CH:41]=3)=[CH:34]2)=[CH:20][CH:19]=1)[C:14]1[CH:15]=[CH:16][CH:11]=[CH:12][CH:13]=1. (5) Given the reactants [Cl:1][C:2]1[CH:12]=[C:11]([Cl:13])[CH:10]=[CH:9][C:3]=1[O:4][CH2:5][C:6]([OH:8])=O.[CH3:14][O:15][C:16](=[O:24])[C:17]1[CH:22]=[CH:21][C:20]([NH2:23])=[CH:19][CH:18]=1.F[P-](F)(F)(F)(F)F.N1(O[P+](N2CCCC2)(N2CCCC2)N2CCCC2)C2C=CC=CC=2N=N1, predict the reaction product. The product is: [CH3:14][O:15][C:16](=[O:24])[C:17]1[CH:22]=[CH:21][C:20]([NH:23][C:6](=[O:8])[CH2:5][O:4][C:3]2[CH:9]=[CH:10][C:11]([Cl:13])=[CH:12][C:2]=2[Cl:1])=[CH:19][CH:18]=1. (6) Given the reactants Cl[C:2]1[CH:3]=[N:4][C:5]2[C:6]3[N:20]([CH:21]4[CH2:26][CH2:25][CH2:24][CH2:23][O:22]4)[N:19]=[CH:18][C:7]=3[C:8](=[O:17])[N:9]([CH2:12][C:13]([F:16])([F:15])[F:14])[C:10]=2[CH:11]=1.[Cl:27][C:28]1[C:33](B(O)O)=[CH:32][CH:31]=[CH:30][N:29]=1.C(=O)([O-])[O-].[K+].[K+], predict the reaction product. The product is: [Cl:27][C:28]1[C:33]([C:2]2[CH:3]=[N:4][C:5]3[C:6]4[N:20]([CH:21]5[CH2:26][CH2:25][CH2:24][CH2:23][O:22]5)[N:19]=[CH:18][C:7]=4[C:8](=[O:17])[N:9]([CH2:12][C:13]([F:16])([F:14])[F:15])[C:10]=3[CH:11]=2)=[CH:32][CH:31]=[CH:30][N:29]=1. (7) The product is: [OH:13][C:15]1([CH2:14][N:8]2[C:7](=[O:12])[C:6]3[C:11](=[C:2]([CH3:1])[CH:3]=[CH:4][CH:5]=3)[N:10]=[CH:9]2)[CH2:16][CH2:17][N:18]([C:21]([O:23][C:24]([CH3:27])([CH3:26])[CH3:25])=[O:22])[CH2:19][CH2:20]1. Given the reactants [CH3:1][C:2]1[CH:3]=[CH:4][CH:5]=[C:6]2[C:11]=1[N:10]=[CH:9][NH:8][C:7]2=[O:12].[O:13]1[C:15]2([CH2:20][CH2:19][N:18]([C:21]([O:23][C:24]([CH3:27])([CH3:26])[CH3:25])=[O:22])[CH2:17][CH2:16]2)[CH2:14]1.C(=O)([O-])[O-].[Cs+].[Cs+], predict the reaction product.